From a dataset of NCI-60 drug combinations with 297,098 pairs across 59 cell lines. Regression. Given two drug SMILES strings and cell line genomic features, predict the synergy score measuring deviation from expected non-interaction effect. (1) Drug 1: C1CC(C1)(C(=O)O)C(=O)O.[NH2-].[NH2-].[Pt+2]. Drug 2: CC1CCCC2(C(O2)CC(NC(=O)CC(C(C(=O)C(C1O)C)(C)C)O)C(=CC3=CSC(=N3)C)C)C. Cell line: T-47D. Synergy scores: CSS=36.6, Synergy_ZIP=-3.41, Synergy_Bliss=0.500, Synergy_Loewe=-9.30, Synergy_HSA=0.530. (2) Drug 1: CC1=C(C=C(C=C1)NC(=O)C2=CC=C(C=C2)CN3CCN(CC3)C)NC4=NC=CC(=N4)C5=CN=CC=C5. Drug 2: CCN(CC)CCNC(=O)C1=C(NC(=C1C)C=C2C3=C(C=CC(=C3)F)NC2=O)C. Cell line: NCI-H522. Synergy scores: CSS=-2.07, Synergy_ZIP=6.15, Synergy_Bliss=-0.852, Synergy_Loewe=-2.16, Synergy_HSA=-2.73. (3) Drug 1: C1=CC(=CC=C1CCCC(=O)O)N(CCCl)CCCl. Drug 2: CN(CC1=CN=C2C(=N1)C(=NC(=N2)N)N)C3=CC=C(C=C3)C(=O)NC(CCC(=O)O)C(=O)O. Cell line: EKVX. Synergy scores: CSS=6.44, Synergy_ZIP=-4.63, Synergy_Bliss=-2.72, Synergy_Loewe=-2.57, Synergy_HSA=-0.637. (4) Synergy scores: CSS=33.6, Synergy_ZIP=4.97, Synergy_Bliss=4.73, Synergy_Loewe=-17.5, Synergy_HSA=2.82. Drug 1: CCCS(=O)(=O)NC1=C(C(=C(C=C1)F)C(=O)C2=CNC3=C2C=C(C=N3)C4=CC=C(C=C4)Cl)F. Drug 2: C1=NC2=C(N1)C(=S)N=C(N2)N. Cell line: HCT-15. (5) Synergy scores: CSS=5.19, Synergy_ZIP=-1.53, Synergy_Bliss=-1.26, Synergy_Loewe=-12.7, Synergy_HSA=-7.23. Cell line: OVCAR3. Drug 1: C1CN1P(=S)(N2CC2)N3CC3. Drug 2: CN(CCCl)CCCl.Cl. (6) Drug 1: C1=CC=C(C(=C1)C(C2=CC=C(C=C2)Cl)C(Cl)Cl)Cl. Drug 2: CN(CCCl)CCCl.Cl. Cell line: A549. Synergy scores: CSS=6.92, Synergy_ZIP=-3.42, Synergy_Bliss=-1.87, Synergy_Loewe=-9.97, Synergy_HSA=-3.33. (7) Drug 1: C1=CC(=CC=C1C#N)C(C2=CC=C(C=C2)C#N)N3C=NC=N3. Drug 2: CC(C)(C#N)C1=CC(=CC(=C1)CN2C=NC=N2)C(C)(C)C#N. Cell line: PC-3. Synergy scores: CSS=-0.0995, Synergy_ZIP=0.265, Synergy_Bliss=-1.92, Synergy_Loewe=-2.41, Synergy_HSA=-2.99.